Dataset: Full USPTO retrosynthesis dataset with 1.9M reactions from patents (1976-2016). Task: Predict the reactants needed to synthesize the given product. (1) Given the product [Cl:1][C:2]1[CH:7]=[CH:6][C:5]([NH:8][C:9](=[O:10])[C:11]2[CH:19]=[CH:18][C:14]([C:15]([NH:26][C:27]3[CH:28]=[N:29][CH:30]=[CH:31][CH:32]=3)=[O:17])=[CH:13][CH:12]=2)=[CH:4][C:3]=1[C:20]1[CH:25]=[CH:24][CH:23]=[CH:22][N:21]=1, predict the reactants needed to synthesize it. The reactants are: [Cl:1][C:2]1[CH:7]=[CH:6][C:5]([NH:8][C:9]([C:11]2[CH:19]=[CH:18][C:14]([C:15]([OH:17])=O)=[CH:13][CH:12]=2)=[O:10])=[CH:4][C:3]=1[C:20]1[CH:25]=[CH:24][CH:23]=[CH:22][N:21]=1.[NH2:26][C:27]1[CH:28]=[N:29][CH:30]=[CH:31][CH:32]=1. (2) Given the product [O:4]1[C:5]2([CH2:6][CH2:7][N:8]([CH:11]([CH3:15])[CH2:12][CH2:13][NH:14][C:19](=[O:20])[C:18]3[C:22]([CH3:26])=[CH:23][CH:24]=[CH:25][C:17]=3[CH3:16])[CH2:9][CH2:10]2)[O:1][CH2:2][CH2:3]1, predict the reactants needed to synthesize it. The reactants are: [O:1]1[C:5]2([CH2:10][CH2:9][N:8]([CH:11]([CH3:15])[CH2:12][CH2:13][NH2:14])[CH2:7][CH2:6]2)[O:4][CH2:3][CH2:2]1.[CH3:16][C:17]1[CH:25]=[CH:24][CH:23]=[C:22]([CH3:26])[C:18]=1[C:19](O)=[O:20]. (3) The reactants are: [O:1]1[C:5]2=[N:6][CH:7]=[CH:8][CH:9]=[C:4]2[C:3]([C:10]([OH:12])=[O:11])=[CH:2]1.[CH3:13]CN=C=NCCCN(C)C.Cl.CO. Given the product [CH3:13][O:11][C:10]([C:3]1[C:4]2[C:5](=[N:6][CH:7]=[CH:8][CH:9]=2)[O:1][CH:2]=1)=[O:12], predict the reactants needed to synthesize it. (4) Given the product [Cl:1][C:2]1[CH:7]=[CH:6][N:5]=[C:4]([NH:8][C:24](=[O:25])[O:23][C:20]([CH3:22])([CH3:21])[CH3:19])[CH:3]=1, predict the reactants needed to synthesize it. The reactants are: [Cl:1][C:2]1[CH:7]=[CH:6][N:5]=[C:4]([NH2:8])[CH:3]=1.C[Si]([N-][Si](C)(C)C)(C)C.[Li+].[CH3:19][C:20]([O:23][C:24](O[C:24]([O:23][C:20]([CH3:22])([CH3:21])[CH3:19])=[O:25])=[O:25])([CH3:22])[CH3:21]. (5) Given the product [CH3:33][C:25]1[C:26]([C:30]([N:38]2[CH2:39][CH2:40][N:35]([CH3:34])[CH2:36][CH2:37]2)=[O:31])=[C:27]([CH3:29])[NH:28][C:24]=1/[CH:23]=[C:16]1\[C:17](=[O:22])[NH:18][C:19]2[C:15]\1=[CH:14][C:13]([S:10]([CH2:9][C:3]1[C:2]([CH3:1])=[CH:7][CH:6]=[CH:5][C:4]=1[CH3:8])(=[O:11])=[O:12])=[CH:21][CH:20]=2, predict the reactants needed to synthesize it. The reactants are: [CH3:1][C:2]1[CH:7]=[CH:6][CH:5]=[C:4]([CH3:8])[C:3]=1[CH2:9][S:10]([C:13]1[CH:14]=[C:15]2[C:19](=[CH:20][CH:21]=1)[NH:18][C:17](=[O:22])/[C:16]/2=[CH:23]\[C:24]1[NH:28][C:27]([CH3:29])=[C:26]([C:30](O)=[O:31])[C:25]=1[CH3:33])(=[O:12])=[O:11].[CH3:34][N:35]1[CH2:40][CH2:39][NH:38][CH2:37][CH2:36]1.C1C=CC2N(O)N=NC=2C=1.CCN=C=NCCCN(C)C.Cl. (6) Given the product [F:1][C:2]1[CH:11]=[C:10]([F:12])[CH:9]=[C:8]2[C:3]=1[CH:4]([OH:13])[CH2:5][CH2:6][O:7]2, predict the reactants needed to synthesize it. The reactants are: [F:1][C:2]1[CH:11]=[C:10]([F:12])[CH:9]=[C:8]2[C:3]=1[C:4](=[O:13])[CH2:5][CH2:6][O:7]2.[BH4-].[Na+]. (7) Given the product [CH:1]1([CH2:4][N:5]2[C:13]3[C:8](=[CH:9][CH:10]=[C:11]([O:14][CH2:15][CH3:16])[CH:12]=3)[C:7]([F:17])=[C:6]2[C:18]2[CH:19]=[CH:20][C:21]([NH2:24])=[CH:22][CH:23]=2)[CH2:3][CH2:2]1, predict the reactants needed to synthesize it. The reactants are: [CH:1]1([CH2:4][N:5]2[C:13]3[C:8](=[CH:9][CH:10]=[C:11]([O:14][CH2:15][CH3:16])[CH:12]=3)[C:7]([F:17])=[C:6]2[C:18]2[CH:23]=[CH:22][C:21]([N+:24]([O-])=O)=[CH:20][CH:19]=2)[CH2:3][CH2:2]1.[NH4+].[Cl-].C(O)C. (8) Given the product [CH3:1][O:2][C:3]([C:5]1[CH:10]=[C:9]([N:11]2[CH2:16][CH2:15][O:14][CH2:13][CH2:12]2)[N:8]=[C:7]([C:18]2[CH:23]=[CH:22][CH:21]=[CH:20][CH:19]=2)[N:6]=1)=[O:4], predict the reactants needed to synthesize it. The reactants are: [CH3:1][O:2][C:3]([C:5]1[CH:10]=[C:9]([N:11]2[CH2:16][CH2:15][O:14][CH2:13][CH2:12]2)[N:8]=[C:7](Cl)[N:6]=1)=[O:4].[C:18]1(B(O)O)[CH:23]=[CH:22][CH:21]=[CH:20][CH:19]=1.C(#N)C.C(N(CC)CC)C. (9) Given the product [Br:1][C:2]1[CH:3]=[C:4]([C:9]([CH3:10])=[CH2:12])[CH:5]=[CH:6][C:7]=1[F:8], predict the reactants needed to synthesize it. The reactants are: [Br:1][C:2]1[CH:3]=[C:4]([C:9](=O)[CH3:10])[CH:5]=[CH:6][C:7]=1[F:8].[CH3:12][Mg]Cl.O1CCCC1.C(O)(=O)C.C(=O)([O-])O.[Na+]. (10) Given the product [CH:1]1([C:25]2[N:24]=[C:23]([NH2:28])[N:22]=[C:21]3[C:26]=2[NH:27][C:19]([NH2:18])=[N:20]3)[O:7][C@H:6]([CH2:8][OH:9])[C@@H:4]([OH:5])[C@@H:2]1[OH:3], predict the reactants needed to synthesize it. The reactants are: [C@@H:1]1(N2C(=O)C=CNC2=O)[O:7][C@H:6]([CH2:8][OH:9])[C@@H:4]([OH:5])[C@@H:2]1[OH:3].[NH2:18][C:19]1[NH:27][C:26]2[C:21](=[N:22][C:23]([NH2:28])=[N:24][CH:25]=2)[N:20]=1.